Dataset: Forward reaction prediction with 1.9M reactions from USPTO patents (1976-2016). Task: Predict the product of the given reaction. (1) Given the reactants [O:1]1[C:5]2[CH:6]=[CH:7][CH:8]=[CH:9][C:4]=2[C:3]([CH2:10][C@@H:11]([B:25]2[O:33]C(C)(C)C(C)(C)[O:26]2)[NH:12][C:13](=[O:24])[CH2:14][CH2:15][C:16]2[CH:21]=[CH:20][C:19]([O:22][CH3:23])=[CH:18][CH:17]=2)=[CH:2]1.CC(C)CB(O)O.Cl, predict the reaction product. The product is: [O:1]1[C:5]2[CH:6]=[CH:7][CH:8]=[CH:9][C:4]=2[C:3]([CH2:10][C@@H:11]([B:25]([OH:33])[OH:26])[NH:12][C:13](=[O:24])[CH2:14][CH2:15][C:16]2[CH:21]=[CH:20][C:19]([O:22][CH3:23])=[CH:18][CH:17]=2)=[CH:2]1. (2) Given the reactants C1(P(C2C=CC=CC=2)C2C=CC=CC=2)C=CC=CC=1.CC(OC(/N=N/C(OC(C)C)=O)=O)C.[Cl:34][C:35]1[C:36]2[C:43]([I:44])=[CH:42][NH:41][C:37]=2[N:38]=[CH:39][N:40]=1.[Si:45]([O:62][CH2:63][C@@H:64]1[CH2:68][C@@H:67](O)[CH2:66][N:65]1[C:70]([O:72][C:73]([CH3:76])([CH3:75])[CH3:74])=[O:71])([C:58]([CH3:61])([CH3:60])[CH3:59])([C:52]1[CH:57]=[CH:56][CH:55]=[CH:54][CH:53]=1)[C:46]1[CH:51]=[CH:50][CH:49]=[CH:48][CH:47]=1, predict the reaction product. The product is: [Si:45]([O:62][CH2:63][C@@H:64]1[CH2:68][C@H:67]([N:41]2[C:37]3[N:38]=[CH:39][N:40]=[C:35]([Cl:34])[C:36]=3[C:43]([I:44])=[CH:42]2)[CH2:66][N:65]1[C:70]([O:72][C:73]([CH3:76])([CH3:75])[CH3:74])=[O:71])([C:58]([CH3:60])([CH3:61])[CH3:59])([C:52]1[CH:57]=[CH:56][CH:55]=[CH:54][CH:53]=1)[C:46]1[CH:51]=[CH:50][CH:49]=[CH:48][CH:47]=1. (3) The product is: [NH2:3][C:8]1[CH:9]=[C:10]2[C:15](=[CH:16][CH:17]=1)[C:13](=[O:14])[O:12][CH:11]2[CH:18]=[CH:19][CH3:20]. Given the reactants CC1[N:3]([C:8]2[CH:9]=[C:10]3[C:15](=[CH:16][CH:17]=2)[C:13](=[O:14])[O:12][CH:11]3[CH:18]=[CH:19][CH3:20])C(C)=CC=1.Cl.NO.[OH-].[K+], predict the reaction product.